This data is from Catalyst prediction with 721,799 reactions and 888 catalyst types from USPTO. The task is: Predict which catalyst facilitates the given reaction. Product: [F:16][C:8]1[CH:7]=[C:6]([B:17]2[O:21][C:20]([CH3:23])([CH3:22])[C:19]([CH3:25])([CH3:24])[O:18]2)[CH:11]=[CH:10][C:9]=1[O:12][CH2:13][O:14][CH3:15]. Reactant: CS(C)=O.Br[C:6]1[CH:11]=[CH:10][C:9]([O:12][CH2:13][O:14][CH3:15])=[C:8]([F:16])[CH:7]=1.[B:17]1([B:17]2[O:21][C:20]([CH3:23])([CH3:22])[C:19]([CH3:25])([CH3:24])[O:18]2)[O:21][C:20]([CH3:23])([CH3:22])[C:19]([CH3:25])([CH3:24])[O:18]1.C([O-])(=O)C.[K+]. The catalyst class is: 84.